Predict the reactants needed to synthesize the given product. From a dataset of Full USPTO retrosynthesis dataset with 1.9M reactions from patents (1976-2016). (1) Given the product [Si:1]([O:8][CH2:9][C:10]1[CH:18]=[CH:17][C:13]([C:14]([NH:45][NH2:46])=[O:15])=[CH:12][C:11]=1[N+:19]([O-:21])=[O:20])([C:4]([CH3:7])([CH3:6])[CH3:5])([CH3:3])[CH3:2], predict the reactants needed to synthesize it. The reactants are: [Si:1]([O:8][CH2:9][C:10]1[CH:18]=[CH:17][C:13]([C:14](O)=[O:15])=[CH:12][C:11]=1[N+:19]([O-:21])=[O:20])([C:4]([CH3:7])([CH3:6])[CH3:5])([CH3:3])[CH3:2].F[P-](F)(F)(F)(F)F.CN(C)C(F)=[N+](C)C.C(N(CC)CC)C.O.[NH2:45][NH2:46]. (2) Given the product [N:13]1[C:12]2[CH:11]=[CH:10][CH:9]=[C:8]([N:1]3[CH2:7][CH2:6][CH2:5][N:4]([C:17]([O:19][C:20]([CH3:23])([CH3:22])[CH3:21])=[O:18])[CH2:3][CH2:2]3)[C:16]=2[NH:15][CH:14]=1, predict the reactants needed to synthesize it. The reactants are: [N:1]1([C:8]2[C:16]3[NH:15][CH:14]=[N:13][C:12]=3[CH:11]=[CH:10][CH:9]=2)[CH2:7][CH2:6][CH2:5][NH:4][CH2:3][CH2:2]1.[C:17](O[C:17]([O:19][C:20]([CH3:23])([CH3:22])[CH3:21])=[O:18])([O:19][C:20]([CH3:23])([CH3:22])[CH3:21])=[O:18].[OH-].[Na+]. (3) Given the product [CH2:1]([C:3]1[CH:12]=[C:11]([C:13]2[S:14][CH:15]=[CH:16][N:17]=2)[CH:10]=[CH:9][C:4]=1[C:5]([OH:7])=[O:6])[CH3:2], predict the reactants needed to synthesize it. The reactants are: [CH2:1]([C:3]1[CH:12]=[C:11]([C:13]2[S:14][CH:15]=[CH:16][N:17]=2)[CH:10]=[CH:9][C:4]=1[C:5]([O:7]C)=[O:6])[CH3:2].[OH-].[K+]. (4) Given the product [C:1]([O:5][C:6]([N:8]1[CH2:13][CH2:12][CH:11]([N:14]([CH:24]2[CH2:26][CH2:25]2)[C:15](=[O:23])[C:16]2[CH:21]=[CH:20][C:19]([C:31]3[CH:32]=[N:28][NH:29][CH:30]=3)=[CH:18][CH:17]=2)[CH2:10][CH2:9]1)=[O:7])([CH3:4])([CH3:3])[CH3:2], predict the reactants needed to synthesize it. The reactants are: [C:1]([O:5][C:6]([N:8]1[CH2:13][CH2:12][CH:11]([N:14]([CH:24]2[CH2:26][CH2:25]2)[C:15](=[O:23])[C:16]2[CH:21]=[CH:20][C:19](I)=[CH:18][CH:17]=2)[CH2:10][CH2:9]1)=[O:7])([CH3:4])([CH3:3])[CH3:2].C[N:28]1[CH:32]=[C:31](B2OC(C)(C)C(C)(C)O2)[CH:30]=[N:29]1. (5) Given the product [F:38][C:35]([F:36])([F:37])[C:33]1[CH:34]=[C:29]([C:23]2([C:25]([F:26])([F:27])[F:28])[O:22][N:21]=[C:20]([C:13]3[C:14]4[C:19](=[CH:18][CH:17]=[CH:16][CH:15]=4)[C:10]([C:8]([NH:7][CH2:6][C:5]([OH:43])=[O:4])=[O:9])=[CH:11][CH:12]=3)[CH2:24]2)[CH:30]=[C:31]([C:39]([F:40])([F:42])[F:41])[CH:32]=1, predict the reactants needed to synthesize it. The reactants are: [Li+].[OH-].C[O:4][C:5](=[O:43])[CH2:6][NH:7][C:8]([C:10]1[C:19]2[C:14](=[CH:15][CH:16]=[CH:17][CH:18]=2)[C:13]([C:20]2[CH2:24][C:23]([C:29]3[CH:34]=[C:33]([C:35]([F:38])([F:37])[F:36])[CH:32]=[C:31]([C:39]([F:42])([F:41])[F:40])[CH:30]=3)([C:25]([F:28])([F:27])[F:26])[O:22][N:21]=2)=[CH:12][CH:11]=1)=[O:9]. (6) Given the product [CH2:29]([O:31][C:32]([C:34]1([C:44]2[CH:49]=[CH:48][C:47]([NH2:56])=[CH:46][N:45]=2)[CH2:43][CH2:42][C:37]2([O:41][CH2:40][CH2:39][O:38]2)[CH2:36][CH2:35]1)=[O:33])[CH3:30], predict the reactants needed to synthesize it. The reactants are: C[Si]([N-][Si](C)(C)C)(C)C.[Li+].F[B-](F)(F)F.C(P(C(C)(C)C)C(C)(C)C)(C)(C)C.[CH2:29]([O:31][C:32]([C:34]1([C:44]2[CH:49]=[CH:48][C:47](Br)=[CH:46][N:45]=2)[CH2:43][CH2:42][C:37]2([O:41][CH2:40][CH2:39][O:38]2)[CH2:36][CH2:35]1)=[O:33])[CH3:30].[F-].C([N+:56](CCCC)(CCCC)CCCC)CCC.C(=O)(O)[O-].[Na+].